This data is from Reaction yield outcomes from USPTO patents with 853,638 reactions. The task is: Predict the reaction yield, written as a fraction of the theoretical maximum amount of product (1.0 means a 100% yield; for example, 0.34 means a 34% yield). The reactants are [F:1][C:2]1[CH:3]=[C:4]([NH2:24])[CH:5]=[CH:6][C:7]=1[O:8][C:9]1[CH:14]=[CH:13][N:12]=[C:11]2[CH:15]=[C:16]([C:18]3[O:22][N:21]=[C:20]([CH3:23])[N:19]=3)[S:17][C:10]=12.[OH:25][C:26]([CH3:45])([CH3:44])[CH2:27][N:28]1[C:32]([CH3:33])=[C:31]([C:34](O)=[O:35])[C:30](=[O:37])[N:29]1[C:38]1[CH:43]=[CH:42][CH:41]=[CH:40][CH:39]=1.C(Cl)CCl.C1C=CC2N(O)N=NC=2C=1.CCN(C(C)C)C(C)C. The catalyst is C(Cl)(Cl)Cl.CN(C=O)C. The product is [F:1][C:2]1[CH:3]=[C:4]([NH:24][C:34]([C:31]2[C:30](=[O:37])[N:29]([C:38]3[CH:39]=[CH:40][CH:41]=[CH:42][CH:43]=3)[N:28]([CH2:27][C:26]([OH:25])([CH3:45])[CH3:44])[C:32]=2[CH3:33])=[O:35])[CH:5]=[CH:6][C:7]=1[O:8][C:9]1[CH:14]=[CH:13][N:12]=[C:11]2[CH:15]=[C:16]([C:18]3[O:22][N:21]=[C:20]([CH3:23])[N:19]=3)[S:17][C:10]=12. The yield is 0.260.